This data is from Catalyst prediction with 721,799 reactions and 888 catalyst types from USPTO. The task is: Predict which catalyst facilitates the given reaction. (1) Reactant: C([O:3][C:4](=[O:41])[C:5]([CH3:40])([O:33][C:34]1[CH:39]=[CH:38][CH:37]=[CH:36][CH:35]=1)[CH2:6][C:7]1[CH:12]=[CH:11][C:10]([O:13][CH2:14][CH2:15][C:16]2[N:17]([CH2:30][CH2:31][CH3:32])[C:18](=[O:29])[N:19]([CH2:21][C:22]3[CH:27]=[CH:26][C:25]([CH3:28])=[CH:24][CH:23]=3)[CH:20]=2)=[CH:9][CH:8]=1)C.[OH-].[Na+].Cl. Product: [CH3:40][C:5]([O:33][C:34]1[CH:35]=[CH:36][CH:37]=[CH:38][CH:39]=1)([CH2:6][C:7]1[CH:8]=[CH:9][C:10]([O:13][CH2:14][CH2:15][C:16]2[N:17]([CH2:30][CH2:31][CH3:32])[C:18](=[O:29])[N:19]([CH2:21][C:22]3[CH:23]=[CH:24][C:25]([CH3:28])=[CH:26][CH:27]=3)[CH:20]=2)=[CH:11][CH:12]=1)[C:4]([OH:41])=[O:3]. The catalyst class is: 14. (2) Reactant: [Br:1][C:2]1[N:6]2[N:7]=[C:8]([Cl:12])[CH:9]=[C:10](Br)[C:5]2=[N:4][CH:3]=1.[NH2:13][C:14]1[CH:19]=[CH:18][C:17]([S:20]([NH:23][CH3:24])(=[O:22])=[O:21])=[CH:16][CH:15]=1.CC(C)([O-])C.[K+]. Product: [Br:1][C:2]1[N:6]2[N:7]=[C:8]([Cl:12])[CH:9]=[C:10]([NH:13][C:14]3[CH:19]=[CH:18][C:17]([S:20]([NH:23][CH3:24])(=[O:22])=[O:21])=[CH:16][CH:15]=3)[C:5]2=[N:4][CH:3]=1. The catalyst class is: 1. (3) Reactant: CC1C=CC(S(O)(=O)=O)=CC=1.[CH:12]1([N:18]([CH2:52][CH:53](OC)[O:54]C)[C:19](=[O:51])[CH2:20][CH2:21][O:22][CH2:23][CH2:24][C:25]2[CH:30]=[CH:29][CH:28]=[C:27]([CH2:31][N:32]3[CH2:50][CH2:49][C:35]4([O:40][CH2:39][CH2:38][N:37]([C:41]([C:43]5[N:44]=[C:45]([CH3:48])[S:46][CH:47]=5)=[O:42])[CH2:36]4)[CH2:34][CH2:33]3)[CH:26]=2)[CH2:17][CH2:16][CH2:15][CH2:14][CH2:13]1.C(=O)(O)[O-].[Na+]. Product: [CH:12]1([N:18]([CH2:52][CH:53]=[O:54])[C:19](=[O:51])[CH2:20][CH2:21][O:22][CH2:23][CH2:24][C:25]2[CH:30]=[CH:29][CH:28]=[C:27]([CH2:31][N:32]3[CH2:50][CH2:49][C:35]4([O:40][CH2:39][CH2:38][N:37]([C:41]([C:43]5[N:44]=[C:45]([CH3:48])[S:46][CH:47]=5)=[O:42])[CH2:36]4)[CH2:34][CH2:33]3)[CH:26]=2)[CH2:17][CH2:16][CH2:15][CH2:14][CH2:13]1. The catalyst class is: 2. (4) Reactant: [OH:1][CH:2]1[CH:7]([C:8]2[N:13]=[CH:12][C:11]([OH:14])=[CH:10][N:9]=2)[CH2:6][CH2:5][N:4]([C:15]([O:17][C:18]([CH3:21])([CH3:20])[CH3:19])=[O:16])[CH2:3]1.Br[CH2:23][CH2:24][CH2:25][O:26][CH2:27][C:28]1[CH:33]=[CH:32][CH:31]=[CH:30][CH:29]=1. Product: [CH2:27]([O:26][CH2:25][CH2:24][CH2:23][O:14][C:11]1[CH:10]=[N:9][C:8]([CH:7]2[CH2:6][CH2:5][N:4]([C:15]([O:17][C:18]([CH3:21])([CH3:20])[CH3:19])=[O:16])[CH2:3][CH:2]2[OH:1])=[N:13][CH:12]=1)[C:28]1[CH:33]=[CH:32][CH:31]=[CH:30][CH:29]=1. The catalyst class is: 311. (5) Reactant: Cl.[Br:2][C:3]1[CH:16]=[CH:15][C:6]([O:7][CH2:8][CH:9]2[CH2:14][CH2:13][NH:12][CH2:11][CH2:10]2)=[CH:5][C:4]=1[F:17].[CH3:18][C:19]1([CH3:22])[CH2:21][O:20]1.C([O-])([O-])=O.[K+].[K+].[NH4+].[Cl-]. Product: [Br:2][C:3]1[CH:16]=[CH:15][C:6]([O:7][CH2:8][CH:9]2[CH2:10][CH2:11][N:12]([CH2:18][C:19]([CH3:22])([OH:20])[CH3:21])[CH2:13][CH2:14]2)=[CH:5][C:4]=1[F:17]. The catalyst class is: 88. (6) Reactant: C([O-])([O-])=O.[K+].[K+].[CH3:7][O:8][C:9](=[O:22])/[CH:10]=[CH:11]\[CH2:12][NH:13][C:14]1[CH:19]=[C:18]([Cl:20])[CH:17]=[CH:16][C:15]=1[OH:21]. Product: [CH3:7][O:8][C:9](=[O:22])[CH2:10][CH:11]1[CH2:12][NH:13][C:14]2[CH:19]=[C:18]([Cl:20])[CH:17]=[CH:16][C:15]=2[O:21]1. The catalyst class is: 5. (7) Reactant: [C:1](=O)([O-])[O-].[Cs+].[Cs+].[CH:7]1([C:10]2[CH:11]=[CH:12][C:13]([OH:24])=[C:14]([C:16]([C:18]3[CH:23]=[CH:22][CH:21]=[CH:20][CH:19]=3)=[O:17])[CH:15]=2)[CH2:9][CH2:8]1.[CH3:25][O:26][C:27](=[O:46])[CH2:28][CH2:29][C:30]1[CH:35]=[CH:34][C:33]([O:36][CH2:37][CH2:38][C@@H:39](OS(C)(=O)=O)[CH3:40])=[CH:32][CH:31]=1. Product: [CH3:25][O:26][C:27](=[O:46])[CH2:28][CH2:29][C:30]1[CH:35]=[CH:34][C:33]([O:36][CH2:37][CH2:38][C@H:39]([O:24][C:13]2[CH:12]=[CH:11][C:10]([CH:7]3[CH2:8][CH2:9]3)=[CH:15][C:14]=2[C:16](=[O:17])[C:18]2[CH:23]=[CH:22][CH:21]=[CH:20][CH:19]=2)[CH3:40])=[CH:32][C:31]=1[CH3:1]. The catalyst class is: 3.